This data is from Catalyst prediction with 721,799 reactions and 888 catalyst types from USPTO. The task is: Predict which catalyst facilitates the given reaction. (1) The catalyst class is: 59. Product: [Si:22]([O:1][CH2:2][C:3]1[C:8]([S:9][CH3:10])=[CH:7][C:6]([NH:11][S:12]([CH3:15])(=[O:13])=[O:14])=[C:5]([I:16])[CH:4]=1)([C:35]([CH3:38])([CH3:37])[CH3:36])([C:29]1[CH:30]=[CH:31][CH:32]=[CH:33][CH:34]=1)[C:23]1[CH:28]=[CH:27][CH:26]=[CH:25][CH:24]=1. Reactant: [OH:1][CH2:2][C:3]1[C:8]([S:9][CH3:10])=[CH:7][C:6]([NH:11][S:12]([CH3:15])(=[O:14])=[O:13])=[C:5]([I:16])[CH:4]=1.N1C=CN=C1.[Si:22](Cl)([C:35]([CH3:38])([CH3:37])[CH3:36])([C:29]1[CH:34]=[CH:33][CH:32]=[CH:31][CH:30]=1)[C:23]1[CH:28]=[CH:27][CH:26]=[CH:25][CH:24]=1. (2) Reactant: [N+:1]([C:4]1[N:5]=[CH:6][N:7]([CH:9]2[CH2:14][CH2:13][N:12]([C:15]([O:17][C:18]([CH3:21])([CH3:20])[CH3:19])=[O:16])[CH2:11][CH2:10]2)[CH:8]=1)([O-])=O. Product: [NH2:1][C:4]1[N:5]=[CH:6][N:7]([CH:9]2[CH2:14][CH2:13][N:12]([C:15]([O:17][C:18]([CH3:21])([CH3:20])[CH3:19])=[O:16])[CH2:11][CH2:10]2)[CH:8]=1. The catalyst class is: 63. (3) Reactant: C1([CH2:7][CH2:8][CH2:9][C:10]2[N:11]=[C:12]([C:15]([OH:17])=O)[NH:13][CH:14]=2)C=CC=CC=1.[CH:18]([N:21](C(C)C)CC)(C)[CH3:19].O[C:28]1[C:36]2N=NN[C:32]=2[CH:31]=[CH:30][CH:29]=1.Cl.[CH3:38]N(C)CCCN=C=NCC.[Cl-].[Na+].[C:51]([O:54]CC)(=[O:53])[CH3:52].CCC[CH2:60][CH2:61][CH3:62]. Product: [C:61]([O:54][C:51](=[O:53])[CH2:52][N:21]([CH2:18][CH2:19][C:28]1[CH:36]=[CH:32][CH:31]=[CH:30][CH:29]=1)[C:15]([C:12]1[NH:11][C:10]([CH2:9][CH2:8][CH3:7])=[CH:14][N:13]=1)=[O:17])([CH3:60])([CH3:62])[CH3:38]. The catalyst class is: 9. (4) Product: [CH3:23][C:21]1[NH:20][N:19]=[C:18]([NH:17][C:4]2[N:3]=[C:2]([Cl:1])[N:7]=[C:6]([CH2:8][C:9]([O:11][CH2:12][CH3:13])=[O:10])[CH:5]=2)[CH:22]=1. Reactant: [Cl:1][C:2]1[N:7]=[C:6]([CH2:8][C:9]([O:11][CH2:12][CH3:13])=[O:10])[CH:5]=[C:4](Cl)[N:3]=1.[I-].[Na+].[NH2:17][C:18]1[CH:22]=[C:21]([CH3:23])[NH:20][N:19]=1.C(N(CC)C(C)C)(C)C. The catalyst class is: 13.